Regression. Given two drug SMILES strings and cell line genomic features, predict the synergy score measuring deviation from expected non-interaction effect. From a dataset of NCI-60 drug combinations with 297,098 pairs across 59 cell lines. Drug 1: CCC1(CC2CC(C3=C(CCN(C2)C1)C4=CC=CC=C4N3)(C5=C(C=C6C(=C5)C78CCN9C7C(C=CC9)(C(C(C8N6C)(C(=O)OC)O)OC(=O)C)CC)OC)C(=O)OC)O.OS(=O)(=O)O. Drug 2: C1=NC2=C(N1)C(=S)N=CN2. Cell line: SW-620. Synergy scores: CSS=25.4, Synergy_ZIP=-4.48, Synergy_Bliss=2.53, Synergy_Loewe=0.219, Synergy_HSA=1.07.